Task: Predict the reaction yield, written as a fraction of the theoretical maximum amount of product (1.0 means a 100% yield; for example, 0.34 means a 34% yield).. Dataset: Reaction yield outcomes from USPTO patents with 853,638 reactions (1) The reactants are [CH3:1][O:2][C:3]([C:5]1[CH:13]=[CH:12][C:8]([C:9]([OH:11])=O)=[CH:7][CH:6]=1)=[O:4].C(N1C=CN=C1)(N1C=CN=C1)=O.[CH2:26]([O:28][C:29](=[O:34])[CH2:30]C(O)=O)[CH3:27].CCN(CC)CC.[Mg+2].[Cl-].[Cl-].C(OC(=O)CC([O-])=O)C.[K+]. The catalyst is C1COCC1.C(#N)C. The product is [CH2:26]([O:28][C:29](=[O:34])[CH2:30][C:9]([C:8]1[CH:7]=[CH:6][C:5]([C:3]([O:2][CH3:1])=[O:4])=[CH:13][CH:12]=1)=[O:11])[CH3:27]. The yield is 0.620. (2) The product is [C:5]1([CH3:10])[CH:6]=[C:7]([CH3:9])[CH:8]=[C:3]([CH3:51])[C:4]=1[S:11]([N:14]([CH2:15][CH2:16][CH2:17][CH2:18][CH2:19][N:20]([S:39]([C:42]1[C:43]([CH3:50])=[CH:44][C:45]([CH3:49])=[CH:46][C:47]=1[CH3:48])(=[O:40])=[O:41])[CH2:21][CH2:22][CH2:23][CH2:24][CH2:25][N:26]([S:27]([C:30]1[C:31]([CH3:38])=[CH:32][C:33]([CH3:37])=[CH:34][C:35]=1[CH3:36])(=[O:28])=[O:29])[CH2:56][CH2:57][CH3:58])[CH2:53][CH2:54][CH3:55])(=[O:13])=[O:12]. The reactants are [H-].[Na+].[C:3]1([CH3:51])[CH:8]=[C:7]([CH3:9])[CH:6]=[C:5]([CH3:10])[C:4]=1[S:11]([NH:14][CH2:15][CH2:16][CH2:17][CH2:18][CH2:19][N:20]([S:39]([C:42]1[C:47]([CH3:48])=[CH:46][C:45]([CH3:49])=[CH:44][C:43]=1[CH3:50])(=[O:41])=[O:40])[CH2:21][CH2:22][CH2:23][CH2:24][CH2:25][NH:26][S:27]([C:30]1[C:35]([CH3:36])=[CH:34][C:33]([CH3:37])=[CH:32][C:31]=1[CH3:38])(=[O:29])=[O:28])(=[O:13])=[O:12].I[CH2:53][CH2:54][CH3:55].[CH3:56][CH2:57][CH2:58]CCC.CCOC(C)=O. The catalyst is CN(C=O)C. The yield is 0.950. (3) The reactants are [CH3:1][C:2]1[O:6][N:5]=[C:4]([C:7]2[CH:12]=[CH:11][CH:10]=[CH:9][N:8]=2)[C:3]=1[CH2:13][CH2:14][C:15]1[S:16][C:17]([C:20]([OH:22])=O)=[CH:18][N:19]=1.[NH2:23][CH:24]1[CH2:29][CH2:28][O:27][CH2:26][CH2:25]1. No catalyst specified. The product is [O:27]1[CH2:28][CH2:29][CH:24]([NH:23][C:20]([C:17]2[S:16][C:15]([CH2:14][CH2:13][C:3]3[C:4]([C:7]4[CH:12]=[CH:11][CH:10]=[CH:9][N:8]=4)=[N:5][O:6][C:2]=3[CH3:1])=[N:19][CH:18]=2)=[O:22])[CH2:25][CH2:26]1. The yield is 0.460. (4) The reactants are [F:1][C:2]1[CH:3]=[C:4]([CH:47]=[CH:48][CH:49]=1)[CH2:5][N:6]1[C:10]([CH3:11])=[C:9]([C:12]2[C:20]3[C:15](=[N:16][CH:17]=[C:18]([C:21]4[CH:26]=[CH:25][C:24]([N:27]5[CH2:32][CH2:31][N:30]([CH2:33][CH2:34][OH:35])[CH2:29][CH2:28]5)=[CH:23][CH:22]=4)[CH:19]=3)[N:14](S(C3C=CC(C)=CC=3)(=O)=O)[CH:13]=2)[C:8]([CH3:46])=[N:7]1.[OH-].[Li+]. The catalyst is C1COCC1.CO.O. The product is [F:1][C:2]1[CH:3]=[C:4]([CH:47]=[CH:48][CH:49]=1)[CH2:5][N:6]1[C:10]([CH3:11])=[C:9]([C:12]2[C:20]3[C:15](=[N:16][CH:17]=[C:18]([C:21]4[CH:22]=[CH:23][C:24]([N:27]5[CH2:32][CH2:31][N:30]([CH2:33][CH2:34][OH:35])[CH2:29][CH2:28]5)=[CH:25][CH:26]=4)[CH:19]=3)[NH:14][CH:13]=2)[C:8]([CH3:46])=[N:7]1. The yield is 0.0220.